From a dataset of Forward reaction prediction with 1.9M reactions from USPTO patents (1976-2016). Predict the product of the given reaction. (1) Given the reactants [CH:1]1([CH2:4][N:5]2[C:9]([C:10]3[CH:15]=[CH:14][CH:13]=[CH:12][CH:11]=3)=[CH:8][N:7]([CH2:16][C:17]([O:19]C(C)(C)C)=[O:18])[C:6]2=[O:24])[CH2:3][CH2:2]1, predict the reaction product. The product is: [CH:1]1([CH2:4][N:5]2[C:9]([C:10]3[CH:11]=[CH:12][CH:13]=[CH:14][CH:15]=3)=[CH:8][N:7]([CH2:16][C:17]([OH:19])=[O:18])[C:6]2=[O:24])[CH2:3][CH2:2]1. (2) Given the reactants [O:1]1[C:5]2[CH:6]=[CH:7][C:8]([C:10]([NH:12][NH2:13])=[O:11])=[CH:9][C:4]=2[O:3][CH2:2]1.C(N(CC)C(C)C)(C)C.[C:23]1([S:29](Cl)(=[O:31])=[O:30])[CH:28]=[CH:27][CH:26]=[CH:25][CH:24]=1.CN(C=O)C, predict the reaction product. The product is: [C:23]1([S:29]([NH:13][NH:12][C:10]([C:8]2[CH:7]=[CH:6][C:5]3[O:1][CH2:2][O:3][C:4]=3[CH:9]=2)=[O:11])(=[O:31])=[O:30])[CH:28]=[CH:27][CH:26]=[CH:25][CH:24]=1. (3) Given the reactants [CH:1]1([C:11]([OH:13])=O)[C:10]2[C:5](=[CH:6][CH:7]=[CH:8][CH:9]=2)[CH2:4][CH2:3][CH2:2]1.[NH2:14][C:15]1[CH:16]=[CH:17][C:18]([CH:21]([CH3:23])[CH3:22])=[N:19][CH:20]=1, predict the reaction product. The product is: [CH:21]([C:18]1[N:19]=[CH:20][C:15]([NH:14][C:11]([CH:1]2[C:10]3[C:5](=[CH:6][CH:7]=[CH:8][CH:9]=3)[CH2:4][CH2:3][CH2:2]2)=[O:13])=[CH:16][CH:17]=1)([CH3:23])[CH3:22]. (4) Given the reactants C([N:9]=[C:10]=[S:11])(=O)C1C=CC=CC=1.[Cl:12][C:13]1[CH:30]=[CH:29][C:16]([CH2:17][NH:18][C:19]2[CH:23]=[CH:22][NH:21][C:20]=2[C:24]([O:26]CC)=O)=[C:15]([C:31]2([CH3:36])[O:35][CH2:34][CH2:33][O:32]2)[CH:14]=1.C([O-])([O-])=O.[Cs+].[Cs+], predict the reaction product. The product is: [Cl:12][C:13]1[CH:30]=[CH:29][C:16]([CH2:17][N:18]2[C:19]3[CH:23]=[CH:22][NH:21][C:20]=3[C:24](=[O:26])[NH:9][C:10]2=[S:11])=[C:15]([C:31]2([CH3:36])[O:32][CH2:33][CH2:34][O:35]2)[CH:14]=1.